Task: Predict which catalyst facilitates the given reaction.. Dataset: Catalyst prediction with 721,799 reactions and 888 catalyst types from USPTO (1) Reactant: [Br:1][C:2]1[CH:3]=[CH:4][C:5]([CH2:15][CH2:16][C:17]2[CH:22]=[CH:21][CH:20]=[CH:19][CH:18]=2)=[C:6]([CH:14]=1)[CH2:7]NC(C)(C)CO.ClN1C(=[O:29])CCC1=O. Product: [Br:1][C:2]1[CH:3]=[CH:4][C:5]([CH2:15][CH2:16][C:17]2[CH:22]=[CH:21][CH:20]=[CH:19][CH:18]=2)=[C:6]([CH:14]=1)[CH:7]=[O:29]. The catalyst class is: 4. (2) Reactant: [OH:1][B:2]1[C:6]2[CH:7]=[C:8]([OH:12])[CH:9]=[C:10]([CH3:11])[C:5]=2[CH:4]([CH2:13][C:14]([O:16][CH2:17][CH3:18])=[O:15])[O:3]1.C([O-])([O-])=O.[Cs+].[Cs+].Cl.Cl[CH2:27][CH2:28][N:29]([CH3:31])[CH3:30]. Product: [CH3:30][N:29]([CH3:31])[CH2:28][CH2:27][O:12][C:8]1[CH:9]=[C:10]([CH3:11])[C:5]2[CH:4]([CH2:13][C:14]([O:16][CH2:17][CH3:18])=[O:15])[O:3][B:2]([OH:1])[C:6]=2[CH:7]=1. The catalyst class is: 3. (3) Reactant: [CH3:1][C:2]1[CH:10]=[C:9]([O:11][CH2:12][CH2:13][N:14]2[CH2:19][CH2:18][O:17][CH2:16][CH2:15]2)[CH:8]=[CH:7][C:3]=1[C:4]([OH:6])=[O:5].[CH2:20]([O:22][C:23](=O)[O:24]CC)[CH3:21].C([N-]C(C)C)(C)C.[Li+].C(NC(C)C)(C)C.C([Li])CCC.C(O)(=O)C. Product: [CH2:20]([O:22][C:23]([CH2:1][C:2]1[CH:10]=[C:9]([O:11][CH2:12][CH2:13][N:14]2[CH2:19][CH2:18][O:17][CH2:16][CH2:15]2)[CH:8]=[CH:7][C:3]=1[C:4]([OH:6])=[O:5])=[O:24])[CH3:21]. The catalyst class is: 7. (4) Reactant: [F:1][C:2]1[C:12]2[C:11](=[O:13])[CH2:10][CH2:9][CH2:8][CH2:7][C:6]=2[CH:5]=[C:4]([N:14]2[CH2:18][C@H:17]([CH2:19][NH:20][C:21](=[O:23])[CH3:22])[O:16][C:15]2=[O:24])[CH:3]=1.CO[CH:27](OC)[N:28]([CH3:30])[CH3:29]. Product: [CH3:27][N:28]([CH:30]=[C:10]1[CH2:9][CH2:8][CH2:7][C:6]2[CH:5]=[C:4]([N:14]3[CH2:18][C@H:17]([CH2:19][NH:20][C:21](=[O:23])[CH3:22])[O:16][C:15]3=[O:24])[CH:3]=[C:2]([F:1])[C:12]=2[C:11]1=[O:13])[CH3:29]. The catalyst class is: 259. (5) Reactant: Cl[CH2:2][C:3]([CH3:5])=[CH2:4].[CH:6]1[C:11]([OH:12])=[CH:10][CH:9]=[C:8]([CH3:13])[CH:7]=1.S(=O)(=O)(O)O.[OH-].[Na+]. Product: [CH3:4][C:3]1([CH3:5])[C:10]2[CH:9]=[C:8]([CH3:13])[CH:7]=[CH:6][C:11]=2[O:12][CH2:2]1. The catalyst class is: 310. (6) Reactant: [Br:1][C:2]1[CH:7]=[CH:6][C:5]([C:8]2([NH:11][C:12](=O)[CH2:13][CH3:14])[CH2:10][CH2:9]2)=[CH:4][CH:3]=1.C([O-])(O)=O.[Na+]. Product: [Br:1][C:2]1[CH:3]=[CH:4][C:5]([C:8]2([NH:11][CH2:12][CH2:13][CH3:14])[CH2:9][CH2:10]2)=[CH:6][CH:7]=1. The catalyst class is: 1. (7) Reactant: [OH:1][CH2:2][CH:3]1[CH2:8][CH2:7][N:6]([C:9](=[O:11])[CH3:10])[CH2:5][CH2:4]1.C(N(CC)CC)C.[CH3:19][S:20](Cl)(=[O:22])=[O:21].O. Product: [CH3:19][S:20]([O:1][CH2:2][CH:3]1[CH2:4][CH2:5][N:6]([C:9](=[O:11])[CH3:10])[CH2:7][CH2:8]1)(=[O:22])=[O:21]. The catalyst class is: 4.